This data is from Peptide-MHC class I binding affinity with 185,985 pairs from IEDB/IMGT. The task is: Regression. Given a peptide amino acid sequence and an MHC pseudo amino acid sequence, predict their binding affinity value. This is MHC class I binding data. (1) The peptide sequence is TKDLQKVCYV. The MHC is Mamu-B8301 with pseudo-sequence Mamu-B8301. The binding affinity (normalized) is 0. (2) The peptide sequence is KRMMIRYCL. The MHC is HLA-A68:02 with pseudo-sequence HLA-A68:02. The binding affinity (normalized) is 0.0847. (3) The binding affinity (normalized) is 1.00. The peptide sequence is NLAAQTHLY. The MHC is HLA-A29:02 with pseudo-sequence HLA-A29:02.